Dataset: Forward reaction prediction with 1.9M reactions from USPTO patents (1976-2016). Task: Predict the product of the given reaction. (1) Given the reactants [CH3:1][C:2]1[C:9]2[CH2:8][O:7][C:6](=[O:10])[C:5]=2[S:4][CH:3]=1.[Br:11]Br, predict the reaction product. The product is: [Br:11][C:3]1[S:4][C:5]2[C:6](=[O:10])[O:7][CH2:8][C:9]=2[C:2]=1[CH3:1]. (2) Given the reactants [C:1]([O:5][C:6]([N:8]1[CH2:13][CH2:12][CH:11]([NH:14][C:15]2[CH:20]=[CH:19][C:18]([O:21][C:22]([F:25])([F:24])[F:23])=[CH:17][CH:16]=2)[CH2:10][CH2:9]1)=[O:7])([CH3:4])([CH3:3])[CH3:2].Cl[CH2:27][C:28]1[CH:33]=[CH:32][N:31]=[C:30]([C:34]2[CH:39]=[C:38]([O:40][CH3:41])[C:37]([O:42][CH3:43])=[C:36]([O:44][CH3:45])[CH:35]=2)[CH:29]=1, predict the reaction product. The product is: [C:1]([O:5][C:6]([N:8]1[CH2:13][CH2:12][CH:11]([N:14]([C:15]2[CH:16]=[CH:17][C:18]([O:21][C:22]([F:25])([F:23])[F:24])=[CH:19][CH:20]=2)[CH2:27][C:28]2[CH:33]=[CH:32][N:31]=[C:30]([C:34]3[CH:39]=[C:38]([O:40][CH3:41])[C:37]([O:42][CH3:43])=[C:36]([O:44][CH3:45])[CH:35]=3)[CH:29]=2)[CH2:10][CH2:9]1)=[O:7])([CH3:4])([CH3:2])[CH3:3].